This data is from Reaction yield outcomes from USPTO patents with 853,638 reactions. The task is: Predict the reaction yield, written as a fraction of the theoretical maximum amount of product (1.0 means a 100% yield; for example, 0.34 means a 34% yield). (1) The reactants are [N+:1]([C:4]1[CH:9]=[CH:8][C:7]([OH:10])=[CH:6][CH:5]=1)([O-:3])=[O:2].C([O-])([O-])=O.[K+].[K+].[I-].[Na+].[CH3:19][O:20][C:21](=[O:27])[CH2:22][O:23][CH2:24][CH2:25]Br. The catalyst is CC(C)=O. The product is [CH3:19][O:20][C:21](=[O:27])[CH2:22][O:23][CH2:24][CH2:25][O:10][C:7]1[CH:8]=[CH:9][C:4]([N+:1]([O-:3])=[O:2])=[CH:5][CH:6]=1. The yield is 0.436. (2) The reactants are [C:1]([O:5][C:6]([NH:8][C@@H:9]([C@H:22]([CH2:29][O:30][CH3:31])[CH2:23][CH2:24][CH2:25][CH2:26][CH:27]=[CH2:28])[C:10]([N:12]1[CH2:16][C@H:15]([OH:17])[CH2:14][C@H:13]1[C:18]([O:20]C)=[O:19])=[O:11])=[O:7])([CH3:4])([CH3:3])[CH3:2].CO.[Li+].[OH-]. The catalyst is C1COCC1.O. The product is [C:1]([O:5][C:6]([NH:8][C@@H:9]([C@H:22]([CH2:29][O:30][CH3:31])[CH2:23][CH2:24][CH2:25][CH2:26][CH:27]=[CH2:28])[C:10]([N:12]1[CH2:16][C@H:15]([OH:17])[CH2:14][C@H:13]1[C:18]([OH:20])=[O:19])=[O:11])=[O:7])([CH3:4])([CH3:3])[CH3:2]. The yield is 0.700. (3) The reactants are [Cl:1][C:2]1[CH:3]=[C:4]2[C:10]([C:11]3[N:16]=[C:15]([NH:17][C@H:18]4[CH2:22][CH2:21][N:20](S(C)(=O)=O)[CH2:19]4)[C:14]([F:27])=[CH:13][N:12]=3)=[CH:9][NH:8][C:5]2=[N:6][CH:7]=1.[CH3:28][C:29]1([C:33](O)=[O:34])[CH2:32][O:31][CH2:30]1. No catalyst specified. The product is [Cl:1][C:2]1[CH:3]=[C:4]2[C:10]([C:11]3[N:16]=[C:15]([NH:17][C@H:18]4[CH2:22][CH2:21][N:20]([C:33]([C:29]5([CH3:28])[CH2:32][O:31][CH2:30]5)=[O:34])[CH2:19]4)[C:14]([F:27])=[CH:13][N:12]=3)=[CH:9][NH:8][C:5]2=[N:6][CH:7]=1. The yield is 0.420. (4) The reactants are [F:1][C:2]1[CH:3]=[C:4]([OH:11])[CH:5]=[CH:6][C:7]=1[N+:8]([O-:10])=[O:9].C([O-])([O-])=O.[Na+].[Na+].[CH2:18](Br)[C:19]1[CH:24]=[CH:23][CH:22]=[CH:21][CH:20]=1.O. The catalyst is CN(C=O)C. The product is [CH2:18]([O:11][C:4]1[CH:5]=[CH:6][C:7]([N+:8]([O-:10])=[O:9])=[C:2]([F:1])[CH:3]=1)[C:19]1[CH:24]=[CH:23][CH:22]=[CH:21][CH:20]=1. The yield is 0.970. (5) The reactants are CC1(C)O[O:3]1.[CH3:6][C@H:7]1[C@H:28]2[O:29][C@@H:30]3[C@@:65]([CH3:68])([CH2:66][CH2:67][C@@H:27]2[O:26][C@@H:10]2[CH2:11][C@:12]4([CH3:25])[O:18][C@@H:17]5[C:19]([CH3:24])=[CH:20][C:21]([O:23][C@H:16]5[CH2:15][C@H:13]4[O:14][C@H:9]2[CH2:8]1)=[O:22])[O:64][C@@:33]1([CH3:69])[CH2:34][C@H:35]2[O:43][C@H:42]4[CH2:44][C@H:45]5[O:51][C@@:50]6([CH3:62])[C@@H:52]([OH:61])[CH2:53][C@@H:54]([CH2:56][C:57]([CH:59]=[O:60])=[CH2:58])[O:55][C@@H:49]6[CH2:48][C@@H:46]5[O:47][C@@H:41]4[CH:40]=[CH:39][CH2:38][C@:36]2([CH3:63])[O:37][C@@H:32]1[CH2:31]3. The catalyst is CC(C)=O. The product is [CH3:6][C@H:7]1[CH:28]2[O:29][CH:30]3[C@@:65]([CH3:68])([CH2:66][CH2:67][CH:27]2[O:26][CH:10]2[CH2:11][C@:12]4([CH3:25])[O:18][CH:17]5[C:19]([CH3:24])=[CH:20][C:21]([O:23][CH:16]5[CH2:15][CH:13]4[O:14][CH:9]2[CH2:8]1)=[O:22])[O:64][C@@:33]1([CH3:69])[CH2:34][CH:35]2[O:43][CH:42]4[CH2:44][CH:45]5[O:51][C@@:50]6([CH3:62])[CH:52]([OH:61])[CH2:53][CH:54]([CH2:56][C:57]([CH:59]=[O:60])=[CH2:58])[O:55][CH:49]6[CH2:48][CH:46]5[O:47][CH:41]4[CH:40]4[O:3][CH:39]4[CH2:38][C@@:36]2([CH3:63])[O:37][CH:32]1[CH2:31]3. The yield is 0.950.